From a dataset of Catalyst prediction with 721,799 reactions and 888 catalyst types from USPTO. Predict which catalyst facilitates the given reaction. Reactant: C(OC([NH:8][C@@H:9]([CH:24]([CH3:26])[CH3:25])[C:10]([S:12][CH2:13][C@H:14]([NH:20][C:21](=[O:23])[CH3:22])[C:15]([O:17][CH2:18][CH3:19])=[O:16])=[O:11])=O)(C)(C)C.[ClH:27]. Product: [ClH:27].[NH2:8][C@@H:9]([CH:24]([CH3:25])[CH3:26])[C:10]([S:12][CH2:13][C@H:14]([NH:20][C:21](=[O:23])[CH3:22])[C:15]([O:17][CH2:18][CH3:19])=[O:16])=[O:11]. The catalyst class is: 12.